Dataset: Reaction yield outcomes from USPTO patents with 853,638 reactions. Task: Predict the reaction yield, written as a fraction of the theoretical maximum amount of product (1.0 means a 100% yield; for example, 0.34 means a 34% yield). (1) The reactants are Cl[CH2:2][C:3]([N:5]1[CH2:10][CH2:9][N:8]([C:11]2[CH:16]=[CH:15][C:14]([O:17][CH3:18])=[CH:13][CH:12]=2)[CH2:7][CH2:6]1)=[O:4].COC1C=CC(N2CCNCC2)=CC=1.ClCC(Cl)=O.[N+:38]([C:41]1[CH:46]=[CH:45][C:44]([NH:47][C@H:48]2[CH2:53][CH2:52][C@H:51]([OH:54])[CH2:50][CH2:49]2)=[CH:43][C:42]=1[C:55]([F:58])([F:57])[F:56])([O-:40])=[O:39]. No catalyst specified. The product is [CH3:18][O:17][C:14]1[CH:15]=[CH:16][C:11]([N:8]2[CH2:9][CH2:10][N:5]([C:3](=[O:4])[CH2:2][O:54][C@H:51]3[CH2:52][CH2:53][C@H:48]([NH:47][C:44]4[CH:45]=[CH:46][C:41]([N+:38]([O-:40])=[O:39])=[C:42]([C:55]([F:56])([F:57])[F:58])[CH:43]=4)[CH2:49][CH2:50]3)[CH2:6][CH2:7]2)=[CH:12][CH:13]=1. The yield is 0.780. (2) The reactants are C[O:2][C:3]([C:5]1[CH:10]=[CH:9][C:8]([C:11]2[CH:16]=[CH:15][C:14]([CH:17]([CH3:35])[C:18]([OH:34])([C:23]3[CH:33]=[CH:32][C:26]4[N:27]([CH3:31])[C:28](=[O:30])[O:29][C:25]=4[CH:24]=3)[C:19]([F:22])([F:21])[F:20])=[C:13]([Cl:36])[CH:12]=2)=[CH:7][C:6]=1[F:37])=[O:4].[Li+].[OH-].O. The catalyst is C1COCC1. The product is [Cl:36][C:13]1[CH:12]=[C:11]([C:8]2[CH:9]=[CH:10][C:5]([C:3]([OH:4])=[O:2])=[C:6]([F:37])[CH:7]=2)[CH:16]=[CH:15][C:14]=1[CH:17]([CH3:35])[C:18]([OH:34])([C:23]1[CH:33]=[CH:32][C:26]2[N:27]([CH3:31])[C:28](=[O:30])[O:29][C:25]=2[CH:24]=1)[C:19]([F:22])([F:20])[F:21]. The yield is 0.220. (3) The reactants are [Br:1][C:2]1[C:3]([CH3:12])=[C:4]([C:8]([F:11])=[CH:9][CH:10]=1)[C:5]([OH:7])=O.[CH3:13][O:14][C:15]1[CH:25]=[CH:24][C:18]([CH2:19][NH:20][CH2:21][CH2:22][OH:23])=[CH:17][CH:16]=1.CCN(C(C)C)C(C)C.CN(C(ON1N=NC2C=CC=NC1=2)=[N+](C)C)C.F[P-](F)(F)(F)(F)F. The catalyst is CN(C=O)C.CCOC(C)=O. The product is [Br:1][C:2]1[C:3]([CH3:12])=[C:4]([C:8]([F:11])=[CH:9][CH:10]=1)[C:5]([N:20]([CH2:21][CH2:22][OH:23])[CH2:19][C:18]1[CH:17]=[CH:16][C:15]([O:14][CH3:13])=[CH:25][CH:24]=1)=[O:7]. The yield is 0.488. (4) The reactants are [NH2:1][CH2:2][C:3]1([OH:8])[CH2:7][CH2:6][CH2:5][CH2:4]1.[CH3:9][C:10]([CH3:15])([CH3:14])[CH2:11][CH:12]=O.[S-:16][C:17]#[N:18].[K+].II. The catalyst is C(#N)C. The product is [C:10]([C:11]1[S:16][C:17](=[NH:18])[N:1]([CH2:2][C:3]2([OH:8])[CH2:7][CH2:6][CH2:5][CH2:4]2)[CH:12]=1)([CH3:15])([CH3:14])[CH3:9]. The yield is 0.720.